From a dataset of Full USPTO retrosynthesis dataset with 1.9M reactions from patents (1976-2016). Predict the reactants needed to synthesize the given product. (1) Given the product [C:44]1([CH2:43][CH:39]([NH:36][C:37]([O:16][CH2:14][C:13]2[CH:12]=[CH:11][C:10]([CH2:9][CH2:8][CH2:7][C:1]3[CH:2]=[CH:3][CH:4]=[CH:5][CH:6]=3)=[CH:18][CH:17]=2)=[O:38])[C:40]([OH:42])=[O:41])[CH:45]=[CH:46][CH:47]=[CH:48][CH:49]=1, predict the reactants needed to synthesize it. The reactants are: [C:1]1([CH2:7][CH2:8][CH2:9][C:10]2[CH:18]=[CH:17][C:13]([C:14]([OH:16])=O)=[CH:12][CH:11]=2)[CH:6]=[CH:5][CH:4]=[CH:3][CH:2]=1.C1(CCCC2C=CC(CO)=CC=2)C=CC=CC=1.[N:36]([C@H:39]([CH2:43][C:44]1[CH:49]=[CH:48][CH:47]=[CH:46][CH:45]=1)[C:40]([O-:42])=[O:41])=[C:37]=[O:38].[N-]=C=O.COC(=O)[C@H](CC1C=CC=CC=1)N. (2) Given the product [CH2:1]([C:2]([CH2:3][CH3:4])=[C:1]([C:2]1[CH:7]=[CH:6][CH:5]=[CH:4][CH:3]=1)[C:8]#[N:9])[CH3:8], predict the reactants needed to synthesize it. The reactants are: [CH2:1]([C:8]#[N:9])[C:2]1[CH:7]=[CH:6][CH:5]=[CH:4][CH:3]=1. (3) Given the product [CH:1]1([N:7]=[C:8]2[S:12][C:11]([C:13]3[CH:14]=[CH:15][C:16]([C:17]([NH2:18])=[O:23])=[CH:19][CH:20]=3)=[N:10][N:9]2[CH3:21])[CH2:6][CH2:5][CH:4]=[CH:3][CH2:2]1, predict the reactants needed to synthesize it. The reactants are: [CH:1]1([N:7]=[C:8]2[S:12][C:11]([C:13]3[CH:20]=[CH:19][C:16]([C:17]#[N:18])=[CH:15][CH:14]=3)=[N:10][N:9]2[CH3:21])[CH2:6][CH2:5][CH:4]=[CH:3][CH2:2]1.C([O-])([O-])=[O:23].[Na+].[Na+].OO.